This data is from Full USPTO retrosynthesis dataset with 1.9M reactions from patents (1976-2016). The task is: Predict the reactants needed to synthesize the given product. Given the product [F:14][C:8]1[C:9]([F:13])=[CH:10][CH:11]=[CH:12][C:7]=1[C:5]1[CH:4]=[CH:15][C:18]([C:19]([O:21][CH2:22][CH3:23])=[O:20])=[C:17]([CH3:24])[N:16]=1, predict the reactants needed to synthesize it. The reactants are: CN([CH:4]([CH3:15])[C:5]([C:7]1[CH:12]=[CH:11][CH:10]=[C:9]([F:13])[C:8]=1[F:14])=O)C.[NH2:16]/[C:17](/[CH3:24])=[CH:18]\[C:19]([O:21][CH2:22][CH3:23])=[O:20].